From a dataset of Peptide-MHC class II binding affinity with 134,281 pairs from IEDB. Regression. Given a peptide amino acid sequence and an MHC pseudo amino acid sequence, predict their binding affinity value. This is MHC class II binding data. The peptide sequence is LEASMLLDNMEVRGG. The MHC is DRB3_0101 with pseudo-sequence DRB3_0101. The binding affinity (normalized) is 0.308.